From a dataset of Reaction yield outcomes from USPTO patents with 853,638 reactions. Predict the reaction yield, written as a fraction of the theoretical maximum amount of product (1.0 means a 100% yield; for example, 0.34 means a 34% yield). (1) The reactants are [CH2:1]([O:8][NH:9][CH:10]=[CH2:11])[C:2]1[CH:7]=[CH:6][CH:5]=[CH:4][CH:3]=1.[BH3-]C#N.[Na+].[OH-].[Na+]. The yield is 0.320. The product is [CH2:1]([O:8][NH:9][CH2:10][CH3:11])[C:2]1[CH:7]=[CH:6][CH:5]=[CH:4][CH:3]=1. The catalyst is CC(O)=O. (2) The reactants are [OH:1][C:2]1[CH:3]=[C:4]([NH:17]C(=O)C)[CH:5]=[CH:6][C:7]=1[C:8]([CH3:16])([CH3:15])[CH2:9][O:10][CH2:11][CH2:12][O:13][CH3:14].Cl.C([O-])([O-])=O.[Na+].[Na+]. No catalyst specified. The product is [CH3:14][O:13][CH2:12][CH2:11][O:10][CH2:9][C:8]([C:7]1[CH:6]=[CH:5][C:4]([NH2:17])=[CH:3][C:2]=1[OH:1])([CH3:16])[CH3:15]. The yield is 0.0600. (3) The reactants are N(C(OCC)=O)=NC(OCC)=O.[CH2:13]([N:20]1[CH2:24][CH2:23][C:22]([C:26]2[CH:31]=[CH:30][CH:29]=[CH:28][C:27]=2[CH2:32][OH:33])(O)[CH2:21]1)[C:14]1[CH:19]=[CH:18][CH:17]=[CH:16][CH:15]=1.C1(P(C2C=CC=CC=2)C2C=CC=CC=2)C=CC=CC=1. The catalyst is C1COCC1. The product is [CH2:13]([N:20]1[CH2:24][CH2:23][C:22]2([C:26]3[CH:31]=[CH:30][CH:29]=[CH:28][C:27]=3[CH2:32][O:33]2)[CH2:21]1)[C:14]1[CH:15]=[CH:16][CH:17]=[CH:18][CH:19]=1. The yield is 0.460. (4) The reactants are Cl[C:2]1[CH:3]=[CH:4][C:5]2[O:14][CH2:13][CH2:12][C:11]3[CH:10]=[C:9]([C:15]4[N:16]([C:20]5[CH:25]=[CH:24][C:23]([F:26])=[CH:22][C:21]=5[F:27])[N:17]=[CH:18][N:19]=4)[S:8][C:7]=3[C:6]=2[N:28]=1.[CH2:29]([OH:33])[CH2:30][C:31]#[CH:32]. No catalyst specified. The product is [F:27][C:21]1[CH:22]=[C:23]([F:26])[CH:24]=[CH:25][C:20]=1[N:16]1[C:15]([C:9]2[S:8][C:7]3[C:6]4[N:28]=[C:2]([C:32]#[C:31][CH2:30][CH2:29][OH:33])[CH:3]=[CH:4][C:5]=4[O:14][CH2:13][CH2:12][C:11]=3[CH:10]=2)=[N:19][CH:18]=[N:17]1. The yield is 0.810. (5) The catalyst is C1COCC1.CCOCC.C1COCC1. The product is [CH3:1][O:2][CH:3]1[C:9]2[CH:10]=[CH:11][CH:12]=[CH:13][C:8]=2[CH2:7][CH2:6][N:5]([CH3:14])[CH2:4]1. The yield is 1.00. The reactants are [CH3:1][O:2][CH:3]1[C:9]2[CH:10]=[CH:11][CH:12]=[CH:13][C:8]=2[CH2:7][CH2:6][N:5]([CH3:14])[C:4]1=O.[H-].[Al+3].[Li+].[H-].[H-].[H-]. (6) The reactants are [CH3:1][C:2]1[N:7]2[N:8]=[C:9](/[CH:11]=[CH:12]/[C:13]3[N:17]([CH3:18])[N:16]=[C:15]([N:19]4[CH2:23][CH2:22][CH2:21][CH2:20]4)[N:14]=3)[N:10]=[C:6]2[C:5]([CH3:24])=[C:4]([CH3:25])[N:3]=1. The catalyst is C(O)C.[Pd]. The product is [CH3:1][C:2]1[N:7]2[N:8]=[C:9]([CH2:11][CH2:12][C:13]3[N:17]([CH3:18])[N:16]=[C:15]([N:19]4[CH2:23][CH2:22][CH2:21][CH2:20]4)[N:14]=3)[N:10]=[C:6]2[C:5]([CH3:24])=[C:4]([CH3:25])[N:3]=1. The yield is 0.625. (7) The reactants are [CH3:1][O:2][C:3]1[CH:4]=[C:5]2[C:10](=[CH:11][C:12]=1[O:13][CH3:14])[N:9]=[CH:8][CH:7]=[C:6]2[O:15][C:16]1[C:25]([F:26])=[CH:24][C:19]2[N:20]=[C:21]([NH2:23])[S:22][C:18]=2[CH:17]=1.CCN(CC)CC.[C:34]1([CH2:40][C:41](Cl)=[O:42])[CH:39]=[CH:38][CH:37]=[CH:36][CH:35]=1.C1COCC1. The catalyst is C(C#N)(C)=O. The product is [CH3:1][O:2][C:3]1[CH:4]=[C:5]2[C:10](=[CH:11][C:12]=1[O:13][CH3:14])[N:9]=[CH:8][CH:7]=[C:6]2[O:15][C:16]1[C:25]([F:26])=[CH:24][C:19]2[N:20]=[C:21]([NH:23][C:41](=[O:42])[CH2:40][C:34]3[CH:39]=[CH:38][CH:37]=[CH:36][CH:35]=3)[S:22][C:18]=2[CH:17]=1. The yield is 0.590. (8) The reactants are [CH3:1][O:2][C:3](=[O:18])[C:4]1[CH:5]=[C:6]([CH:14]=[C:15]([NH2:17])[CH:16]=1)[C:7]([O:9][C:10]([CH3:13])([CH3:12])[CH3:11])=[O:8].CCN(CC)CC.[Cl:26][CH2:27][CH2:28][CH2:29][C:30](Cl)=[O:31]. The catalyst is C(Cl)Cl. The product is [CH3:1][O:2][C:3](=[O:18])[C:4]1[CH:5]=[C:6]([CH:14]=[C:15]([NH:17][C:30](=[O:31])[CH2:29][CH2:28][CH2:27][Cl:26])[CH:16]=1)[C:7]([O:9][C:10]([CH3:13])([CH3:11])[CH3:12])=[O:8]. The yield is 0.940. (9) The reactants are [H-].[Na+].[O:3]([CH2:10][CH2:11][OH:12])[C:4]1[CH:9]=[CH:8][CH:7]=[CH:6][CH:5]=1.Cl[C:14]1[N:15]=[C:16]([OH:24])[C:17]2[CH:23]=[CH:22][N:21]=[CH:20][C:18]=2[N:19]=1.O. The catalyst is CN(C=O)C. The product is [O:3]([CH2:10][CH2:11][O:12][C:14]1[NH:15][C:16](=[O:24])[C:17]2[CH:23]=[CH:22][N:21]=[CH:20][C:18]=2[N:19]=1)[C:4]1[CH:9]=[CH:8][CH:7]=[CH:6][CH:5]=1. The yield is 0.240.